From a dataset of Forward reaction prediction with 1.9M reactions from USPTO patents (1976-2016). Predict the product of the given reaction. (1) The product is: [F:32][C:33]1[CH:38]=[C:37]([N+:39]([O-:41])=[O:40])[CH:36]=[CH:35][C:34]=1[O:42][C:2]1[CH:7]=[CH:6][N:5]=[C:4]2[CH:8]=[C:9]([C:11]3[CH:16]=[CH:15][C:14]([CH2:17][N:18]([CH2:26][CH:27]4[CH2:31][CH2:30][CH2:29][O:28]4)[C:19](=[O:25])[O:20][C:21]([CH3:24])([CH3:23])[CH3:22])=[CH:13][CH:12]=3)[S:10][C:3]=12. Given the reactants Cl[C:2]1[CH:7]=[CH:6][N:5]=[C:4]2[CH:8]=[C:9]([C:11]3[CH:16]=[CH:15][C:14]([CH2:17][N:18]([CH2:26][CH:27]4[CH2:31][CH2:30][CH2:29][O:28]4)[C:19](=[O:25])[O:20][C:21]([CH3:24])([CH3:23])[CH3:22])=[CH:13][CH:12]=3)[S:10][C:3]=12.[F:32][C:33]1[CH:38]=[C:37]([N+:39]([O-:41])=[O:40])[CH:36]=[CH:35][C:34]=1[OH:42].C(=O)([O-])[O-].[K+].[K+], predict the reaction product. (2) Given the reactants [NH2:1][C@H:2]([C:8]([OH:10])=[O:9])[CH2:3][CH2:4][C:5](=[O:7])[NH2:6].B(O)(O)O.[OH-:15].[Na+], predict the reaction product. The product is: [NH2:1][C@H:2]([C:8]([NH:1][C@H:2]([C:8]([OH:10])=[O:9])[CH2:3][CH2:4][C:5](=[O:7])[NH2:6])=[O:15])[CH3:3]. (3) Given the reactants [CH3:1][N:2]1[CH:6]=[C:5]([C:7]2[CH:8]=[C:9]3[C:15]([C:16]4[N:21]=[C:20]([N:22]5[CH2:28][CH2:27][CH2:26][C@@H:25]([NH:29]C(=O)OCC6C=CC=CC=6)[CH2:24][CH2:23]5)[CH:19]=[CH:18][CH:17]=4)=[N:14][N:13]([CH:40]4[CH2:45][CH2:44][CH2:43][CH2:42][O:41]4)[C:10]3=[CH:11][N:12]=2)[CH:4]=[N:3]1.C1CC=CCC=1, predict the reaction product. The product is: [CH3:1][N:2]1[CH:6]=[C:5]([C:7]2[CH:8]=[C:9]3[C:15]([C:16]4[N:21]=[C:20]([N:22]5[CH2:28][CH2:27][CH2:26][C@@H:25]([NH2:29])[CH2:24][CH2:23]5)[CH:19]=[CH:18][CH:17]=4)=[N:14][N:13]([CH:40]4[CH2:45][CH2:44][CH2:43][CH2:42][O:41]4)[C:10]3=[CH:11][N:12]=2)[CH:4]=[N:3]1. (4) Given the reactants [F:1][C:2]([F:30])([F:29])[C:3]1[CH:8]=[C:7]([C:9]([F:12])([F:11])[F:10])[CH:6]=[CH:5][C:4]=1[C:13]1[CH:17]=[C:16]([CH2:18][N:19]2[CH:24]=[C:23]3[N:25]=[C:26](Br)[N:27]=[C:22]3[CH:21]=[N:20]2)[O:15][N:14]=1.[CH3:31][C:32]1[C:36](B(O)O)=[C:35]([CH3:40])[O:34][N:33]=1, predict the reaction product. The product is: [F:1][C:2]([F:30])([F:29])[C:3]1[CH:8]=[C:7]([C:9]([F:12])([F:11])[F:10])[CH:6]=[CH:5][C:4]=1[C:13]1[CH:17]=[C:16]([CH2:18][N:19]2[CH:24]=[C:23]3[N:25]=[C:26]([C:36]4[C:32]([CH3:31])=[N:33][O:34][C:35]=4[CH3:40])[N:27]=[C:22]3[CH:21]=[N:20]2)[O:15][N:14]=1. (5) Given the reactants [NH2:1][C:2]1[C:3]([C:20]([NH:22][NH2:23])=[O:21])=[N:4][C:5]([C:8]2[CH:13]=[CH:12][C:11]([S:14]([CH:17]([CH3:19])[CH3:18])(=[O:16])=[O:15])=[CH:10][CH:9]=2)=[CH:6][N:7]=1.[C:24]([O:28][C:29]([NH:31][CH2:32][C:33]1[CH:41]=[CH:40][C:36]([C:37](O)=[O:38])=[CH:35][CH:34]=1)=[O:30])([CH3:27])([CH3:26])[CH3:25].C(N(CC)CC)C.CN(C(ON1N=NC2C=CC=CC1=2)=[N+](C)C)C.[B-](F)(F)(F)F, predict the reaction product. The product is: [NH2:1][C:2]1[C:3]([C:20]([NH:22][NH:23][C:37]([C:36]2[CH:35]=[CH:34][C:33]([CH2:32][NH:31][C:29](=[O:30])[O:28][C:24]([CH3:25])([CH3:26])[CH3:27])=[CH:41][CH:40]=2)=[O:38])=[O:21])=[N:4][C:5]([C:8]2[CH:9]=[CH:10][C:11]([S:14]([CH:17]([CH3:19])[CH3:18])(=[O:15])=[O:16])=[CH:12][CH:13]=2)=[CH:6][N:7]=1.